Dataset: Reaction yield outcomes from USPTO patents with 853,638 reactions. Task: Predict the reaction yield, written as a fraction of the theoretical maximum amount of product (1.0 means a 100% yield; for example, 0.34 means a 34% yield). (1) The reactants are [F:1][C:2]1[CH:7]=[CH:6][C:5]([C:8]2[N:12]=[C:11]([NH2:13])[NH:10][N:9]=2)=[CH:4][CH:3]=1.[CH2:14]([N:16]1[C:24]2[C:19](=[CH:20][C:21]([C:25](=O)[CH2:26][C:27](OCC)=[O:28])=[CH:22][CH:23]=2)[CH:18]=[N:17]1)[CH3:15].CC1C=CC(S(O)(=O)=O)=CC=1. The catalyst is C1(OC2C=CC=CC=2)C=CC=CC=1. The product is [CH2:14]([N:16]1[C:24]2[C:19](=[CH:20][C:21]([C:25]3[NH:13][C:11]4[N:10]([N:9]=[C:8]([C:5]5[CH:4]=[CH:3][C:2]([F:1])=[CH:7][CH:6]=5)[N:12]=4)[C:27](=[O:28])[CH:26]=3)=[CH:22][CH:23]=2)[CH:18]=[N:17]1)[CH3:15]. The yield is 0.240. (2) The reactants are [CH3:1][C:2]1([CH2:5][C@@:6]2([C:26]3[CH:31]=[CH:30][CH:29]=[CH:28][CH:27]=3)[O:11][C:10](=[O:12])[N:9]([C@H:13]3[CH2:18][CH2:17][CH2:16][N:15]([C:19]([O:21][C:22]([CH3:25])([CH3:24])[CH3:23])=[O:20])[CH2:14]3)[CH2:8][CH2:7]2)[CH2:4][O:3]1. The catalyst is C1COCC1. The product is [OH:3][C:2]([CH3:4])([CH3:1])[CH2:5][C@@:6]1([C:26]2[CH:27]=[CH:28][CH:29]=[CH:30][CH:31]=2)[O:11][C:10](=[O:12])[N:9]([C@H:13]2[CH2:18][CH2:17][CH2:16][N:15]([C:19]([O:21][C:22]([CH3:25])([CH3:24])[CH3:23])=[O:20])[CH2:14]2)[CH2:8][CH2:7]1. The yield is 0.190.